From a dataset of Experimentally validated miRNA-target interactions with 360,000+ pairs, plus equal number of negative samples. Binary Classification. Given a miRNA mature sequence and a target amino acid sequence, predict their likelihood of interaction. The miRNA is hsa-miR-6824-3p with sequence UCUCUGGUCUUGCCACCCCAG. The protein sequence of the target gene is MAAGDGDVKLSTLGSGGESGGDGSPGGAGATAARSSWVAALLATGGEMLLNVALVALVLLGAYRLWVRWGRRGLCSGPGAGEESPAATLPRMKKRDFSLEQLRQYDGARTPRILLAVNGKVFDVTKGSKFYGPAGPYGIFAGRDASRGLATFCLDKDALRDEYDDLSDLNAVQMESVREWEMQFKEKYDYVGRLLKPGEEPSEYTDEEDTKDHSKQD. Result: 0 (no interaction).